This data is from Reaction yield outcomes from USPTO patents with 853,638 reactions. The task is: Predict the reaction yield, written as a fraction of the theoretical maximum amount of product (1.0 means a 100% yield; for example, 0.34 means a 34% yield). (1) The reactants are [N:1]([CH2:4][C@H:5]1[O:9][C@@H:8]([N:10]2[C:19]3[N:18]=[CH:17][N:16]=[C:14]([OH:15])[C:13]=3[N:12]=[CH:11]2)[C@H:7]([OH:20])[C@@H:6]1[OH:21])=[N+]=[N-].[H][H]. The catalyst is CO. The product is [NH2:1][CH2:4][C@H:5]1[O:9][C@@H:8]([N:10]2[C:19]3[N:18]=[CH:17][N:16]=[C:14]([OH:15])[C:13]=3[N:12]=[CH:11]2)[C@H:7]([OH:20])[C@@H:6]1[OH:21]. The yield is 0.910. (2) The reactants are C(OC(=O)[NH:7][CH:8]([C:15](=[O:38])[NH:16][C:17]1[C:18]([C:22]2[N:26]([CH3:27])[C:25]3[CH:28]=[CH:29][C:30]([N:32]4[CH2:37][CH2:36][O:35][CH2:34][CH2:33]4)=[CH:31][C:24]=3[N:23]=2)=[N:19][NH:20][CH:21]=1)[C:9]1[CH:14]=[CH:13][CH:12]=[CH:11][CH:10]=1)(C)(C)C.CO. The catalyst is Cl.O1CCOCC1. The product is [NH2:7][CH:8]([C:9]1[CH:14]=[CH:13][CH:12]=[CH:11][CH:10]=1)[C:15]([NH:16][C:17]1[C:18]([C:22]2[N:26]([CH3:27])[C:25]3[CH:28]=[CH:29][C:30]([N:32]4[CH2:37][CH2:36][O:35][CH2:34][CH2:33]4)=[CH:31][C:24]=3[N:23]=2)=[N:19][NH:20][CH:21]=1)=[O:38]. The yield is 0.830. (3) The reactants are [CH2:1]([C:3]1([CH3:23])[CH:8]([CH3:9])[CH:7]([OH:10])[CH2:6][C:5]([CH2:12][CH3:13])([CH3:11])[N:4]1[O:14][CH:15]([C:17]1[CH:22]=[CH:21][CH:20]=[CH:19][CH:18]=1)[CH3:16])[CH3:2].[C:24](Cl)(=[O:36])[CH2:25][CH2:26][CH2:27][CH2:28][CH2:29][CH2:30][CH2:31][CH2:32][CH2:33][CH2:34][CH3:35].C(N(CC)CC)C. The catalyst is C1(C)C=CC=CC=1. The product is [CH2:1]([C:3]1([CH3:23])[CH:8]([CH3:9])[CH:7]([O:10][C:24](=[O:36])[CH2:25][CH2:26][CH2:27][CH2:28][CH2:29][CH2:30][CH2:31][CH2:32][CH2:33][CH2:34][CH3:35])[CH2:6][C:5]([CH2:12][CH3:13])([CH3:11])[N:4]1[O:14][CH:15]([C:17]1[CH:18]=[CH:19][CH:20]=[CH:21][CH:22]=1)[CH3:16])[CH3:2]. The yield is 0.940. (4) The yield is 0.220. No catalyst specified. The reactants are [CH3:1][C:2]1([CH3:15])[C:11]2[C:6](=[CH:7][C:8]([N+:12]([O-:14])=[O:13])=[CH:9][CH:10]=2)[NH:5][CH2:4][CH2:3]1.[CH3:16][C:17]([O:20][C:21](O[C:21]([O:20][C:17]([CH3:19])([CH3:18])[CH3:16])=[O:22])=[O:22])([CH3:19])[CH3:18]. The product is [C:17]([O:20][C:21]([N:5]1[C:6]2[C:11](=[CH:10][CH:9]=[C:8]([N+:12]([O-:14])=[O:13])[CH:7]=2)[C:2]([CH3:15])([CH3:1])[CH2:3][CH2:4]1)=[O:22])([CH3:19])([CH3:18])[CH3:16].